Dataset: Reaction yield outcomes from USPTO patents with 853,638 reactions. Task: Predict the reaction yield, written as a fraction of the theoretical maximum amount of product (1.0 means a 100% yield; for example, 0.34 means a 34% yield). (1) The reactants are Br[C:2]1[C:3]2[C:4]3[CH:17]=[CH:16][S:15][C:5]=3[C:6](=[O:14])[NH:7][C:8]=2[CH:9]=[CH:10][C:11]=1[O:12][CH3:13].[CH3:18][S:19]([NH:22][C:23]1[CH:28]=[CH:27][C:26](B(O)O)=[CH:25][CH:24]=1)(=[O:21])=[O:20]. No catalyst specified. The product is [CH3:13][O:12][C:11]1[CH:10]=[CH:9][C:8]2[NH:7][C:6](=[O:14])[C:5]3[S:15][CH:16]=[CH:17][C:4]=3[C:3]=2[C:2]=1[C:26]1[CH:25]=[CH:24][C:23]([NH:22][S:19]([CH3:18])(=[O:20])=[O:21])=[CH:28][CH:27]=1. The yield is 0.620. (2) The reactants are FC(F)(F)S(O[C:7]1[C:16]2[C:11](=[C:12]([O:17][CH3:18])[CH:13]=[CH:14][CH:15]=2)[CH:10]=[CH:9][CH:8]=1)(=O)=O.[O-]P([O-])([O-])=O.[K+].[K+].[K+].[CH3:29]B(O)O.C1C=CC(P(C2C(C3C(P(C4C=CC=CC=4)C4C=CC=CC=4)=CC=C4C=3C=CC=C4)=C3C(C=CC=C3)=CC=2)C2C=CC=CC=2)=CC=1. The catalyst is [NH4+].[Cl-].CC([O-])=O.CC([O-])=O.[Pd+2].O.C1(C)C=CC=CC=1. The product is [CH3:18][O:17][C:12]1[C:11]2[C:16](=[C:7]([CH3:29])[CH:8]=[CH:9][CH:10]=2)[CH:15]=[CH:14][CH:13]=1. The yield is 0.870. (3) The reactants are [CH3:1][C:2]1[N:3]=[CH:4][CH:5]=[C:6]2[C:11]=1[C:10](=[O:12])[N:9]([CH3:13])[C:8]1[CH:14]=[C:15]([O:18][CH2:19][C@@H:20]([NH:26][C:27](=[O:33])[O:28][C:29]([CH3:32])([CH3:31])[CH3:30])[CH2:21][CH:22]=[C:23]([F:25])[F:24])[CH:16]=[CH:17][C:7]2=1.[Br:34]N1C(=O)CCC1=O. The catalyst is C(#N)C. The product is [Br:34][C:16]1[C:15]([O:18][CH2:19][C@@H:20]([NH:26][C:27](=[O:33])[O:28][C:29]([CH3:30])([CH3:32])[CH3:31])[CH2:21][CH:22]=[C:23]([F:25])[F:24])=[CH:14][C:8]2[N:9]([CH3:13])[C:10](=[O:12])[C:11]3[C:6]([C:7]=2[CH:17]=1)=[CH:5][CH:4]=[N:3][C:2]=3[CH3:1]. The yield is 0.670. (4) The reactants are [N:1]1[C:10]2[C:5](=[CH:6][CH:7]=[CH:8][CH:9]=2)[CH:4]=[CH:3][C:2]=1[CH2:11][O:12][C:13]1[CH:18]=[CH:17][C:16]([CH2:19][C:20]([OH:22])=[O:21])=[CH:15][CH:14]=1.Br.Br[CH2:25][C:26]([C:28]1[CH:33]=[CH:32][N:31]=[CH:30][CH:29]=1)=O.C1CCN2C(=NCCC2)CC1. The catalyst is C(#N)C. The product is [N:31]1[CH:32]=[CH:33][C:28]([C:26]2[CH2:25][O:21][C:20](=[O:22])[C:19]=2[C:16]2[CH:15]=[CH:14][C:13]([O:12][CH2:11][C:2]3[CH:3]=[CH:4][C:5]4[C:10](=[CH:9][CH:8]=[CH:7][CH:6]=4)[N:1]=3)=[CH:18][CH:17]=2)=[CH:29][CH:30]=1. The yield is 0.150. (5) The reactants are [CH:1]1([SH:6])CCC[CH2:2]1.FC1C=C(C)C=CC=1[N+]([O-])=[O:15].[CH:18]1([S:23]([C:26]2[CH:27]=[C:28]([CH3:35])[CH:29]=[CH:30][C:31]=2[N+:32]([O-])=O)(=[O:25])=[O:24])[CH2:22][CH2:21][CH2:20][CH2:19]1.C1(S(C2C=C(C)C=CC=2N)(=O)=O)CCCC1.[NH2:52][C:53]1SC=[CH:56][N:57]=1. No catalyst specified. The product is [CH:18]1([S:23]([C:26]2[CH:27]=[C:28]([CH3:35])[CH:29]=[CH:30][C:31]=2[NH:32][C:56]([NH:57][C:53]2[S:6][CH:1]=[CH:2][N:52]=2)=[O:15])(=[O:25])=[O:24])[CH2:22][CH2:21][CH2:20][CH2:19]1. The yield is 0.620. (6) The reactants are [Cl:1][C:2]1[CH:10]=[C:9]2[C:5]([C:6]([CH:11]=[O:12])=[CH:7][NH:8]2)=[CH:4][C:3]=1[C:13]1[CH:18]=[CH:17][C:16]([CH:19]2[CH2:23][CH2:22][N:21]([C:24]([O:26][CH3:27])=[O:25])[CH2:20]2)=[CH:15][CH:14]=1.Cl([O-])=[O:29].[Na+].O.O.OP([O-])(O)=O.[Na+]. The catalyst is C(#N)C.C(O)(C)(C)C.O.CC(=CC)C. The product is [Cl:1][C:2]1[CH:10]=[C:9]2[C:5]([C:6]([C:11]([OH:29])=[O:12])=[CH:7][NH:8]2)=[CH:4][C:3]=1[C:13]1[CH:18]=[CH:17][C:16]([CH:19]2[CH2:23][CH2:22][N:21]([C:24]([O:26][CH3:27])=[O:25])[CH2:20]2)=[CH:15][CH:14]=1. The yield is 0.460. (7) The reactants are [CH3:1][C:2]1[N:3]([NH:13][C:14](=[O:20])[O:15][C:16]([CH3:19])([CH3:18])[CH3:17])[CH:4]=[C:5]([C:7]2[CH:8]=[N:9][CH:10]=[CH:11][CH:12]=2)[N:6]=1.[H-].[Na+].[CH2:23](Br)[C:24]#[CH:25].[Cl-].[NH4+]. The catalyst is CN(C=O)C. The product is [CH3:1][C:2]1[N:3]([N:13]([CH2:25][C:24]#[CH:23])[C:14](=[O:20])[O:15][C:16]([CH3:17])([CH3:19])[CH3:18])[CH:4]=[C:5]([C:7]2[CH:8]=[N:9][CH:10]=[CH:11][CH:12]=2)[N:6]=1. The yield is 0.460.